From a dataset of Catalyst prediction with 721,799 reactions and 888 catalyst types from USPTO. Predict which catalyst facilitates the given reaction. Reactant: [Br:1][C:2]1[CH:7]=[CH:6][C:5]([C:8]([NH:10][C@@H:11]2[CH2:16][CH2:15][N:14]([C:17]([O:19][C:20]([CH3:23])([CH3:22])[CH3:21])=[O:18])[CH2:13][C@H:12]2[C:24]2[CH:29]=[CH:28][C:27]([Cl:30])=[C:26]([Cl:31])[CH:25]=2)=[O:9])=[CH:4][CH:3]=1.[H-].[Na+].[CH3:34]I.O. Product: [Br:1][C:2]1[CH:3]=[CH:4][C:5]([C:8]([N:10]([CH3:34])[C@@H:11]2[CH2:16][CH2:15][N:14]([C:17]([O:19][C:20]([CH3:23])([CH3:22])[CH3:21])=[O:18])[CH2:13][C@H:12]2[C:24]2[CH:29]=[CH:28][C:27]([Cl:30])=[C:26]([Cl:31])[CH:25]=2)=[O:9])=[CH:6][CH:7]=1. The catalyst class is: 3.